This data is from Full USPTO retrosynthesis dataset with 1.9M reactions from patents (1976-2016). The task is: Predict the reactants needed to synthesize the given product. (1) Given the product [ClH:31].[Cl:31][C:27]1[CH:26]=[C:25]([CH:30]=[CH:29][CH:28]=1)[CH2:24][O:23][N:22]=[C:19]1[CH2:18][CH2:17][N:16]([C:14](=[O:15])[C@@H:9]([NH:7][CH3:6])[CH2:10][CH:11]([CH3:13])[CH3:12])[CH2:21][CH2:20]1, predict the reactants needed to synthesize it. The reactants are: C(O[C:6](=O)[N:7]([C@H:9]([C:14]([N:16]1[CH2:21][CH2:20][C:19](=[N:22][O:23][CH2:24][C:25]2[CH:30]=[CH:29][CH:28]=[C:27]([Cl:31])[CH:26]=2)[CH2:18][CH2:17]1)=[O:15])[CH2:10][CH:11]([CH3:13])[CH3:12])C)(C)(C)C.Cl. (2) Given the product [Br:13][C:8]1[C:7]([C:9]([F:10])([F:11])[F:12])=[CH:6][C:4]([NH2:5])=[CH:3][C:2]=1[Cl:1], predict the reactants needed to synthesize it. The reactants are: [Cl:1][C:2]1[CH:3]=[C:4]([CH:6]=[C:7]([C:9]([F:12])([F:11])[F:10])[CH:8]=1)[NH2:5].[Br:13]N1C(=O)CCC1=O.